This data is from Full USPTO retrosynthesis dataset with 1.9M reactions from patents (1976-2016). The task is: Predict the reactants needed to synthesize the given product. (1) Given the product [Cl:1][C:2]1[CH:3]=[CH:4][C:5]([S:8][C:9]2[C:17]3[C:12](=[CH:13][CH:14]=[C:15]([C:18]([O:20][CH3:21])=[O:19])[CH:16]=3)[N:11]([CH2:29][C:28]([O:27][C:23]([CH3:26])([CH3:25])[CH3:24])=[O:31])[C:10]=2[CH3:22])=[CH:6][CH:7]=1, predict the reactants needed to synthesize it. The reactants are: [Cl:1][C:2]1[CH:7]=[CH:6][C:5]([S:8][C:9]2[C:17]3[C:12](=[CH:13][CH:14]=[C:15]([C:18]([O:20][CH3:21])=[O:19])[CH:16]=3)[NH:11][C:10]=2[CH3:22])=[CH:4][CH:3]=1.[C:23]([O:27][C:28](=[O:31])[CH2:29]Br)([CH3:26])([CH3:25])[CH3:24]. (2) Given the product [CH3:8][Si:9]1([CH3:14])[C:3]([C:2]([CH3:1])=[CH2:7])=[CH:4][CH2:5][O:6]1, predict the reactants needed to synthesize it. The reactants are: [CH3:1][C:2](=[CH2:7])[C:3]#[C:4][CH2:5][OH:6].[CH3:8][SiH:9]([CH3:14])N[SiH](C)C.CC([O-])(C)C.[K+]. (3) Given the product [Cl:17][C:5]1[C:6]([C:8]2[C:16]3[C:11](=[CH:12][CH:13]=[CH:14][CH:15]=3)[NH:10][CH:9]=2)=[N:7][C:2]([NH:18][C:19]2[CH:24]=[CH:23][C:22]([N:25]3[CH2:30][CH2:29][CH:28]([NH:31][CH2:32][CH2:33][OH:34])[CH2:27][CH2:26]3)=[CH:21][C:20]=2[O:35][CH3:36])=[N:3][CH:4]=1, predict the reactants needed to synthesize it. The reactants are: Cl[C:2]1[N:7]=[C:6]([C:8]2[C:16]3[C:11](=[CH:12][CH:13]=[CH:14][CH:15]=3)[NH:10][CH:9]=2)[C:5]([Cl:17])=[CH:4][N:3]=1.[NH2:18][C:19]1[CH:24]=[CH:23][C:22]([N:25]2[CH2:30][CH2:29][CH:28]([NH:31][CH2:32][CH2:33][OH:34])[CH2:27][CH2:26]2)=[CH:21][C:20]=1[O:35][CH3:36]. (4) Given the product [CH3:1][C:2]1[C:7]([C:15]2[N:24]=[C:23]([NH:25][CH2:26][CH2:27][C:28]3[CH:29]=[N:47][CH:34]=[CH:32][CH:33]=3)[C:22]3[C:17](=[CH:18][CH:19]=[CH:20][CH:21]=3)[N:16]=2)=[CH:6][N:5]2[CH:11]=[CH:12][N:13]=[C:4]2[CH:3]=1, predict the reactants needed to synthesize it. The reactants are: [CH3:1][C:2]1[C:7](B(O)O)=[CH:6][N:5]2[CH:11]=[CH:12][N:13]=[C:4]2[CH:3]=1.Cl[C:15]1[N:24]=[C:23]([NH:25][CH2:26][CH2:27][C:28]2[CH:33]=[CH:32]N=C[CH:29]=2)[C:22]2[C:17](=[CH:18][CH:19]=[CH:20][CH:21]=2)[N:16]=1.[CH:34]([NH:47]C1C2C(=CC=CC=2)N=C(C2SC3C=CC=CC=3C=2)N=1)(C1C=CC=CC=1)C1C=CC=CC=1. (5) Given the product [C:20]([C:2]1[CH:3]=[N:4][CH:5]=[CH:6][C:7]=1[CH2:8][CH:9]1[CH2:17][C:16]2[C:11](=[CH:12][CH:13]=[C:14]([CH3:18])[CH:15]=2)[C:10]1=[O:19])(=[O:22])[CH3:21], predict the reactants needed to synthesize it. The reactants are: Br[C:2]1[CH:3]=[N:4][CH:5]=[CH:6][C:7]=1[CH2:8][CH:9]1[CH2:17][C:16]2[C:11](=[CH:12][CH:13]=[C:14]([CH3:18])[CH:15]=2)[C:10]1=[O:19].[CH2:20]([O:22]C([Sn](CCCC)(CCCC)CCCC)=C)[CH3:21]. (6) The reactants are: [C:1]([CH:3]([CH:7]1[C:11]([Cl:12])=[C:10](Cl)C(=O)O1)[C:4]([NH2:6])=[O:5])#[N:2].[NH2:15][CH2:16][C:17]1[CH:18]=[C:19]([S:23]([N:26]([CH3:28])[CH3:27])(=[O:25])=[O:24])[CH:20]=[CH:21][CH:22]=1.C(=O)([O-])[O-].[K+].[K+]. Given the product [ClH:12].[Cl:12][C:11]1[CH:7]=[C:3]([C:4]([NH2:6])=[O:5])[C:1](=[NH:2])[N:15]([CH2:16][C:17]2[CH:22]=[CH:21][CH:20]=[C:19]([S:23](=[O:25])(=[O:24])[N:26]([CH3:27])[CH3:28])[CH:18]=2)[CH:10]=1, predict the reactants needed to synthesize it. (7) Given the product [Cl:10][C:11]1[CH:16]=[CH:15][CH:14]=[CH:13][C:12]=1[CH2:17][N:18]1[C:19]([OH:39])=[C:20]([C:35]([NH:9][CH2:8][C:5]2[CH:6]=[CH:7][C:2]([Cl:1])=[CH:3][CH:4]=2)=[O:36])[C:21]([OH:34])=[C:22]([C:25]([NH:27][CH2:28][C:29]([OH:31])=[O:30])=[O:26])[C:23]1=[O:24], predict the reactants needed to synthesize it. The reactants are: [Cl:1][C:2]1[CH:7]=[CH:6][C:5]([CH2:8][NH2:9])=[CH:4][CH:3]=1.[Cl:10][C:11]1[CH:16]=[CH:15][CH:14]=[CH:13][C:12]=1[CH2:17][N:18]1[C:23](=[O:24])[C:22]([C:25]([NH:27][CH2:28][C:29]([O:31]CC)=[O:30])=[O:26])=[C:21]([OH:34])[C:20]([C:35](OC)=[O:36])=[C:19]1[OH:39]. (8) Given the product [F:13][C:14]1[CH:19]=[C:18]([C:20]2([C:23]([OH:25])=[O:24])[CH2:22][CH2:21]2)[CH:17]=[CH:16][C:15]=1[C:26]1[CH:27]=[CH:28][C:29]([O:32][CH:57]2[CH2:58][CH2:59][CH:54]([C:53]([F:62])([F:61])[F:52])[CH2:55][CH2:56]2)=[CH:30][CH:31]=1, predict the reactants needed to synthesize it. The reactants are: N(C(OCC)=O)=NC(OCC)=O.[F:13][C:14]1[CH:19]=[C:18]([C:20]2([C:23]([OH:25])=[O:24])[CH2:22][CH2:21]2)[CH:17]=[CH:16][C:15]=1[C:26]1[CH:31]=[CH:30][C:29]([OH:32])=[CH:28][CH:27]=1.C1(P(C2C=CC=CC=2)C2C=CC=CC=2)C=CC=CC=1.[F:52][C:53]([F:62])([F:61])[CH:54]1[CH2:59][CH2:58][CH:57](O)[CH2:56][CH2:55]1. (9) Given the product [Cl:3][CH2:26][CH2:25][O:24][CH2:23][CH2:22][O:21][CH2:20][CH2:19][O:18][CH2:17][CH2:16][O:15][CH2:14][CH2:13][O:12][CH2:11][CH2:10][O:9][CH2:8][CH2:7][O:6][CH3:5], predict the reactants needed to synthesize it. The reactants are: O=S(Cl)[Cl:3].[CH3:5][O:6][CH2:7][CH2:8][O:9][CH2:10][CH2:11][O:12][CH2:13][CH2:14][O:15][CH2:16][CH2:17][O:18][CH2:19][CH2:20][O:21][CH2:22][CH2:23][O:24][CH2:25][CH2:26]O.N1C=CC=CC=1. (10) Given the product [Cl:10][C:11]1[C:20]2[C:15](=[C:16]([N+:1]([O-:4])=[O:2])[C:17]([Cl:21])=[CH:18][CH:19]=2)[N:14]=[CH:13][CH:12]=1, predict the reactants needed to synthesize it. The reactants are: [N+:1]([O-:4])(O)=[O:2].S(=O)(=O)(O)O.[Cl:10][C:11]1[C:20]2[C:15](=[CH:16][C:17]([Cl:21])=[CH:18][CH:19]=2)[N:14]=[CH:13][CH:12]=1.